Dataset: NCI-60 drug combinations with 297,098 pairs across 59 cell lines. Task: Regression. Given two drug SMILES strings and cell line genomic features, predict the synergy score measuring deviation from expected non-interaction effect. (1) Drug 1: CC(CN1CC(=O)NC(=O)C1)N2CC(=O)NC(=O)C2. Drug 2: C(CCl)NC(=O)N(CCCl)N=O. Cell line: MDA-MB-231. Synergy scores: CSS=4.35, Synergy_ZIP=-6.58, Synergy_Bliss=-7.98, Synergy_Loewe=-9.33, Synergy_HSA=-7.93. (2) Drug 1: CN(C)N=NC1=C(NC=N1)C(=O)N. Drug 2: CC1=C(C(CCC1)(C)C)C=CC(=CC=CC(=CC(=O)O)C)C. Cell line: CAKI-1. Synergy scores: CSS=18.4, Synergy_ZIP=-7.15, Synergy_Bliss=-1.64, Synergy_Loewe=4.45, Synergy_HSA=4.67.